Predict the product of the given reaction. From a dataset of Forward reaction prediction with 1.9M reactions from USPTO patents (1976-2016). (1) Given the reactants [Br:1][C:2]1[CH:10]=[C:9]2[C:5]([C:6]([CH:11]=[O:12])=[CH:7][NH:8]2)=[CH:4][CH:3]=1.[H-].[Na+].[CH3:15][O:16][C:17]1[CH:22]=[CH:21][C:20]([S:23](Cl)(=[O:25])=[O:24])=[CH:19][C:18]=1[N:27]1[CH2:32][CH2:31][N:30]([C:33](=[O:38])[C:34]([Cl:37])([Cl:36])[Cl:35])[CH2:29][CH2:28]1, predict the reaction product. The product is: [Br:1][C:2]1[CH:10]=[C:9]2[C:5]([C:6]([CH:11]=[O:12])=[CH:7][N:8]2[S:23]([C:20]2[CH:21]=[CH:22][C:17]([O:16][CH3:15])=[C:18]([N:27]3[CH2:32][CH2:31][N:30]([C:33](=[O:38])[C:34]([Cl:37])([Cl:35])[Cl:36])[CH2:29][CH2:28]3)[CH:19]=2)(=[O:25])=[O:24])=[CH:4][CH:3]=1. (2) Given the reactants Cl.CN(C)CCCN=C=NCC.[C:13]([O:17][C:18]([NH:20][C@@H:21]([CH2:25][NH:26][C:27]1[CH:32]=[CH:31][CH:30]=[CH:29][C:28]=1[NH2:33])[C:22]([OH:24])=O)=[O:19])([CH3:16])([CH3:15])[CH3:14].C[CH2:35][O:36][C:37]([CH3:39])=[O:38], predict the reaction product. The product is: [CH3:35][O:36][C:37](=[O:38])[CH2:39][N:33]1[C:28]2[CH:29]=[CH:30][CH:31]=[CH:32][C:27]=2[NH:26][CH2:25][C@H:21]([NH:20][C:18]([O:17][C:13]([CH3:14])([CH3:15])[CH3:16])=[O:19])[C:22]1=[O:24].